Dataset: Forward reaction prediction with 1.9M reactions from USPTO patents (1976-2016). Task: Predict the product of the given reaction. Given the reactants O[CH2:2][C:3]1[CH:8]=[CH:7][CH:6]=[C:5]([S:9][CH:10]2[CH2:14][CH2:13][CH2:12][CH2:11]2)[CH:4]=1.C1(P(C2C=CC=CC=2)C2C=CC=CC=2)C=CC=CC=1.C(Br)(Br)(Br)[Br:35], predict the reaction product. The product is: [Br:35][CH2:2][C:3]1[CH:8]=[CH:7][CH:6]=[C:5]([S:9][CH:10]2[CH2:14][CH2:13][CH2:12][CH2:11]2)[CH:4]=1.